This data is from Peptide-MHC class II binding affinity with 134,281 pairs from IEDB. The task is: Regression. Given a peptide amino acid sequence and an MHC pseudo amino acid sequence, predict their binding affinity value. This is MHC class II binding data. (1) The peptide sequence is MEEDIACVKDLVSKY. The MHC is DRB1_0101 with pseudo-sequence DRB1_0101. The binding affinity (normalized) is 0.391. (2) The peptide sequence is AAATAGNTVYGAFAA. The MHC is HLA-DQA10102-DQB10602 with pseudo-sequence HLA-DQA10102-DQB10602. The binding affinity (normalized) is 0.672. (3) The peptide sequence is DPMHPVTTAPSTA. The MHC is DRB1_0301 with pseudo-sequence DRB1_0301. The binding affinity (normalized) is 0. (4) The peptide sequence is AAGAATTAAGAASGA. The MHC is DRB5_0101 with pseudo-sequence DRB5_0101. The binding affinity (normalized) is 0.218. (5) The peptide sequence is SQDLELSWNLDGLQAY. The MHC is DRB1_1302 with pseudo-sequence DRB1_1302. The binding affinity (normalized) is 0.673. (6) The peptide sequence is VVIQDNSDIKVVPRRKAKII. The MHC is HLA-DQA10102-DQB10502 with pseudo-sequence HLA-DQA10102-DQB10502. The binding affinity (normalized) is 0.231. (7) The peptide sequence is GVALDGVLSTFVSAA. The MHC is DRB1_0101 with pseudo-sequence DRB1_0101. The binding affinity (normalized) is 0.634. (8) The binding affinity (normalized) is 0.262. The MHC is HLA-DQA10102-DQB10602 with pseudo-sequence HLA-DQA10102-DQB10602. The peptide sequence is SMGDDHFWAVRGGGGESFGI.